Dataset: Experimentally validated miRNA-target interactions with 360,000+ pairs, plus equal number of negative samples. Task: Binary Classification. Given a miRNA mature sequence and a target amino acid sequence, predict their likelihood of interaction. (1) The miRNA is hsa-miR-192-5p with sequence CUGACCUAUGAAUUGACAGCC. The protein sequence of the target gene is MTSQSQGIHQLLQAEKRAKDKLEEAKKRKGKRLKQAKEEAMVEIDQYRMQRDKEFRLKQSKIMGSQNNLSDEIEEQTLGKIQELNGHYNKYMESVMNQLLSMVCDMKPEIHVNYRATN. Result: 0 (no interaction). (2) The miRNA is mmu-miR-345-5p with sequence GCUGACCCCUAGUCCAGUGCUU. The protein sequence of the target gene is MGKKGKKEKKGRGAEKTAAKMEKKVSKRSRKEEEDLEALIAHFQTLDAKRTQTVELPCPPPSPRLNASLSVHPEKDELILFGGEYFNGQKTFLYNELYVYNTRKDTWTKVDIPSPPPRRCAHQAVVVPQGGGQLWVFGGEFASPNGEQFYHYKDLWVLHLATKTWEQVKSTGGPSGRSGHRMVAWKRQLILFGGFHESTRDYIYYNDVYAFNLDTFTWSKLSPSGTGPTPRSGCQMSVTPQGGIVVYGGYSKQRVKKDVDKGTRHSDMFLLKPEDGREDKWVWTRMNPSGVKPTPRSGFS.... Result: 0 (no interaction).